From a dataset of Reaction yield outcomes from USPTO patents with 853,638 reactions. Predict the reaction yield, written as a fraction of the theoretical maximum amount of product (1.0 means a 100% yield; for example, 0.34 means a 34% yield). (1) The reactants are [CH2:1]([N:5]1[C:13](=[O:14])[N:8]2[CH:9]=[CH:10][CH:11]=[CH:12][C:7]2=[N:6]1)[CH2:2][C:3]#[CH:4].Br[C:16]1[CH:21]=[CH:20][CH:19]=[CH:18][N:17]=1. No catalyst specified. The product is [N:17]1[CH:18]=[CH:19][CH:20]=[CH:21][C:16]=1[C:4]#[C:3][CH2:2][CH2:1][N:5]1[C:13](=[O:14])[N:8]2[CH:9]=[CH:10][CH:11]=[CH:12][C:7]2=[N:6]1. The yield is 0.230. (2) The catalyst is CO. The yield is 0.910. The product is [NH:25]1[C:26]2[C:22](=[CH:21][C:20]([CH2:19][CH:18]([NH:29][C:30]([N:32]3[CH2:33][CH2:34][CH:35]([N:38]4[CH2:47][C:46]5[C:41](=[CH:42][CH:43]=[CH:44][CH:45]=5)[NH:40][C:39]4=[O:48])[CH2:36][CH2:37]3)=[O:31])[C:17](=[O:49])[N:14]3[CH2:15][CH2:16][NH:11][CH2:12][CH2:13]3)=[CH:28][CH:27]=2)[CH:23]=[N:24]1. The reactants are C(OC([N:11]1[CH2:16][CH2:15][N:14]([C:17](=[O:49])[CH:18]([NH:29][C:30]([N:32]2[CH2:37][CH2:36][CH:35]([N:38]3[CH2:47][C:46]4[C:41](=[CH:42][CH:43]=[CH:44][CH:45]=4)[NH:40][C:39]3=[O:48])[CH2:34][CH2:33]2)=[O:31])[CH2:19][C:20]2[CH:21]=[C:22]3[C:26](=[CH:27][CH:28]=2)[NH:25][N:24]=[CH:23]3)[CH2:13][CH2:12]1)=O)C1C=CC=CC=1.C.